Dataset: Forward reaction prediction with 1.9M reactions from USPTO patents (1976-2016). Task: Predict the product of the given reaction. (1) Given the reactants [CH:1]1C=[CH:3][C:4]([C:23]([OH:25])=[O:24])=[C:5](C2C3C=CC(O)=CC=3OC3C=2C=CC(C=3)=O)[CH:6]=1.[CH2:26]([Cl:28])Cl.N1C=NN=N1.C(N(C(C)C)P(OCC)[O:39]CC)(C)C, predict the reaction product. The product is: [Cl:28][C:26]1[CH:3]=[C:4]([CH:5]=[CH:6][CH:1]=1)[C:23]([O:25][OH:39])=[O:24]. (2) Given the reactants [H-].[Na+].[OH:3][CH2:4][CH2:5][CH:6]1[CH2:11][CH2:10][N:9]([C:12]([O:14][C:15]([CH3:18])([CH3:17])[CH3:16])=[O:13])[CH2:8][CH2:7]1.[Br:19][C:20]1[CH:25]=[CH:24][C:23](F)=[C:22]([S:27]([CH3:30])(=[O:29])=[O:28])[CH:21]=1.[Cl-].[NH4+], predict the reaction product. The product is: [Br:19][C:20]1[CH:25]=[CH:24][C:23]([O:3][CH2:4][CH2:5][CH:6]2[CH2:7][CH2:8][N:9]([C:12]([O:14][C:15]([CH3:18])([CH3:17])[CH3:16])=[O:13])[CH2:10][CH2:11]2)=[C:22]([S:27]([CH3:30])(=[O:29])=[O:28])[CH:21]=1.